Dataset: Forward reaction prediction with 1.9M reactions from USPTO patents (1976-2016). Task: Predict the product of the given reaction. (1) Given the reactants [CH2:1]([O:8][C:9](=[O:26])[NH:10][C@@H:11]([CH3:25])[CH2:12][N:13]1[C:21]2[C:16](=[CH:17][CH:18]=[C:19]([OH:24])[C:20]=2[CH:22]=O)[CH:15]=[N:14]1)[C:2]1[CH:7]=[CH:6][CH:5]=[CH:4][CH:3]=1.C(=O)([O-])[O-].[K+].[K+].Br[CH2:34][C:35]([O:37][CH2:38][CH3:39])=[O:36].[Cl-].[NH4+], predict the reaction product. The product is: [CH2:38]([O:37][C:35]([C:34]1[O:24][C:19]2=[CH:18][CH:17]=[C:16]3[C:21]([N:13]([CH2:12][C@@H:11]([NH:10][C:9]([O:8][CH2:1][C:2]4[CH:3]=[CH:4][CH:5]=[CH:6][CH:7]=4)=[O:26])[CH3:25])[N:14]=[CH:15]3)=[C:20]2[CH:22]=1)=[O:36])[CH3:39]. (2) Given the reactants CS[C:3](=[N:18][CH2:19][Si](C)(C)C)[C:4]1[CH:9]=[CH:8][C:7]([C:10](=[O:16])[NH:11][CH:12]2[CH2:15][S:14][CH2:13]2)=[C:6]([CH3:17])[CH:5]=1.[Cl:24][C:25]1[CH:30]=[C:29]([C:31]([C:33]([F:36])([F:35])[F:34])=[CH2:32])[CH:28]=[C:27]([Cl:37])[CH:26]=1.O.O.O.[F-].C([N+](CCCC)(CCCC)CCCC)CCC.O, predict the reaction product. The product is: [Cl:24][C:25]1[CH:30]=[C:29]([C:31]2([C:33]([F:36])([F:34])[F:35])[CH2:19][N:18]=[C:3]([C:4]3[CH:9]=[CH:8][C:7]([C:10]([NH:11][CH:12]4[CH2:15][S:14][CH2:13]4)=[O:16])=[C:6]([CH3:17])[CH:5]=3)[CH2:32]2)[CH:28]=[C:27]([Cl:37])[CH:26]=1. (3) Given the reactants C(OC(=O)[NH:7]CC#C)(C)(C)C.[Br:12][C:13]1[CH:14]=[C:15]2[C:20](=[CH:21][CH:22]=1)[N:19]=[CH:18][N:17]=[CH:16]2, predict the reaction product. The product is: [Br:12][C:13]1[CH:14]=[C:15]2[C:20](=[CH:21][CH:22]=1)[N:19]=[C:18]([NH2:7])[N:17]=[CH:16]2. (4) Given the reactants [CH2:1]([O:4][C:5]1[S:6][CH:7]=[C:8]([C:10](OCC)=[O:11])[N:9]=1)[C:2]#[CH:3].[H-].C([Al+]CC(C)C)C(C)C.[Cl-].[Na+], predict the reaction product. The product is: [CH2:1]([O:4][C:5]1[S:6][CH:7]=[C:8]([CH2:10][OH:11])[N:9]=1)[C:2]#[CH:3]. (5) Given the reactants [C:1]([C:5]1[CH:6]=[C:7]([N+:16]([O-])=O)[C:8]([O:14][CH3:15])=[C:9]([N+:11]([O-])=O)[CH:10]=1)([CH3:4])([CH3:3])[CH3:2].C([O-])=O.[NH4+], predict the reaction product. The product is: [C:1]([C:5]1[CH:6]=[C:7]([NH2:16])[C:8]([O:14][CH3:15])=[C:9]([NH2:11])[CH:10]=1)([CH3:4])([CH3:2])[CH3:3].